This data is from Forward reaction prediction with 1.9M reactions from USPTO patents (1976-2016). The task is: Predict the product of the given reaction. (1) Given the reactants [C:1]([O:5][C:6]([CH:8]1[NH:12][CH:11]([CH2:13][C:14]([CH3:18])([CH3:17])[CH2:15][OH:16])[C:10]2([C:26]3[C:21](=[CH:22][C:23]([Cl:27])=[CH:24][CH:25]=3)[NH:20][C:19]2=[O:28])[CH:9]1[C:29]1[CH:34]=[CH:33][CH:32]=[C:31]([Cl:35])[C:30]=1[F:36])=[O:7])([CH3:4])([CH3:3])[CH3:2].N1C=CC=CC=1.[C:43](Cl)(=[O:45])[CH3:44], predict the reaction product. The product is: [C:1]([O:5][C:6]([CH:8]1[NH:12][CH:11]([CH2:13][C:14]([CH3:18])([CH3:17])[CH2:15][O:16][C:43](=[O:45])[CH3:44])[C:10]2([C:26]3[C:21](=[CH:22][C:23]([Cl:27])=[CH:24][CH:25]=3)[NH:20][C:19]2=[O:28])[CH:9]1[C:29]1[CH:34]=[CH:33][CH:32]=[C:31]([Cl:35])[C:30]=1[F:36])=[O:7])([CH3:2])([CH3:3])[CH3:4]. (2) Given the reactants [Cl:1][C:2]1[CH:3]=[C:4]([CH:6]=[CH:7][C:8]=1[S:9]([CH3:12])(=[O:11])=[O:10])[NH2:5].C(=O)([O-])[O-].[Ca+2].[C:18](Cl)(Cl)=[S:19].Cl, predict the reaction product. The product is: [Cl:1][C:2]1[CH:3]=[C:4]([N:5]=[C:18]=[S:19])[CH:6]=[CH:7][C:8]=1[S:9]([CH3:12])(=[O:11])=[O:10]. (3) Given the reactants [CH2:1]([O:5][C:6](=[O:21])[CH:7]=[CH:8][C:9]1[CH:14]=[CH:13][C:12]([O:15][C:16]([F:19])([F:18])[F:17])=[C:11]([F:20])[CH:10]=1)[CH2:2][CH2:3][CH3:4], predict the reaction product. The product is: [CH2:1]([O:5][C:6](=[O:21])[CH2:7][CH2:8][C:9]1[CH:14]=[CH:13][C:12]([O:15][C:16]([F:18])([F:19])[F:17])=[C:11]([F:20])[CH:10]=1)[CH2:2][CH2:3][CH3:4].